From a dataset of Full USPTO retrosynthesis dataset with 1.9M reactions from patents (1976-2016). Predict the reactants needed to synthesize the given product. (1) Given the product [I:31][C:12]1[N:11]([S:8]([C:5]2[CH:4]=[CH:3][C:2]([CH3:1])=[CH:7][CH:6]=2)(=[O:9])=[O:10])[C:15]2[N:16]=[CH:17][N:18]=[C:19]([C:20]3[CH:21]=[N:22][CH:23]=[CH:24][CH:25]=3)[C:14]=2[CH:13]=1, predict the reactants needed to synthesize it. The reactants are: [CH3:1][C:2]1[CH:7]=[CH:6][C:5]([S:8]([N:11]2[C:15]3[N:16]=[CH:17][N:18]=[C:19]([C:20]4[CH:21]=[N:22][CH:23]=[CH:24][CH:25]=4)[C:14]=3[CH:13]=[CH:12]2)(=[O:10])=[O:9])=[CH:4][CH:3]=1.C([Li])CCC.[I:31]I. (2) Given the product [F:2][C:3]1([F:9])[CH2:8][CH2:7][N:6]([C:17]([O:19][C:20]([CH3:23])([CH3:22])[CH3:21])=[O:18])[CH2:5][CH2:4]1, predict the reactants needed to synthesize it. The reactants are: Cl.[F:2][C:3]1([F:9])[CH2:8][CH2:7][NH:6][CH2:5][CH2:4]1.C(N(CC)CC)C.[C:17](O[C:17]([O:19][C:20]([CH3:23])([CH3:22])[CH3:21])=[O:18])([O:19][C:20]([CH3:23])([CH3:22])[CH3:21])=[O:18]. (3) The reactants are: [NH2:1][C:2]1[CH:7]=[CH:6][CH:5]=[CH:4][C:3]=1[OH:8].CN(C)C=O.[F:14][C:15]1[CH:16]=[C:17]2[C:22](=[CH:23][CH:24]=1)[N:21]=[C:20]([CH:25]=[CH:26][C:27]1[O:28][C:29]([N+:32]([O-:34])=[O:33])=[CH:30][CH:31]=1)[N:19]=[C:18]2Cl. Given the product [F:14][C:15]1[CH:16]=[C:17]2[C:22](=[CH:23][CH:24]=1)[N:21]=[C:20]([CH:25]=[CH:26][C:27]1[O:28][C:29]([N+:32]([O-:34])=[O:33])=[CH:30][CH:31]=1)[N:19]=[C:18]2[NH:1][C:2]1[CH:7]=[CH:6][CH:5]=[CH:4][C:3]=1[OH:8], predict the reactants needed to synthesize it. (4) The reactants are: [C:1]([C:3]1[CH:26]=[CH:25][CH:24]=[CH:23][C:4]=1[O:5][C:6]1[CH:7]=[N:8][N:9]([CH:13]([CH2:17][CH:18]2[CH2:22][CH2:21][CH2:20][CH2:19]2)[C:14](O)=[O:15])[C:10](=[O:12])[CH:11]=1)#[N:2].[NH2:27][C:28]1[CH:32]=[CH:31][N:30]([CH2:33][C:34]([CH3:37])([OH:36])[CH3:35])[N:29]=1. Given the product [C:1]([C:3]1[CH:26]=[CH:25][CH:24]=[CH:23][C:4]=1[O:5][C:6]1[CH:7]=[N:8][N:9]([CH:13]([CH2:17][CH:18]2[CH2:19][CH2:20][CH2:21][CH2:22]2)[C:14]([NH:27][C:28]2[CH:32]=[CH:31][N:30]([CH2:33][C:34]([OH:36])([CH3:35])[CH3:37])[N:29]=2)=[O:15])[C:10](=[O:12])[CH:11]=1)#[N:2], predict the reactants needed to synthesize it. (5) Given the product [C:1]([O:5][C:6]([N:8]([C:16]1[C:21]([C:22]2[O:25][N:24]=[C:27]([CH2:28][C:29]3[CH:30]=[CH:31][C:32]([CH2:33][O:34][C:35]4[CH:40]=[CH:39][CH:38]=[CH:37][N:36]=4)=[CH:41][CH:42]=3)[CH:23]=2)=[CH:20][CH:19]=[CH:18][N:17]=1)[C:9]([O:11][C:12]([CH3:14])([CH3:15])[CH3:13])=[O:10])=[O:7])([CH3:2])([CH3:3])[CH3:4], predict the reactants needed to synthesize it. The reactants are: [C:1]([O:5][C:6]([N:8]([C:16]1[C:21]([C:22]#[CH:23])=[CH:20][CH:19]=[CH:18][N:17]=1)[C:9]([O:11][C:12]([CH3:15])([CH3:14])[CH3:13])=[O:10])=[O:7])([CH3:4])([CH3:3])[CH3:2].[N+:24]([CH2:27][CH2:28][C:29]1[CH:42]=[CH:41][C:32]([CH2:33][O:34][C:35]2[CH:40]=[CH:39][CH:38]=[CH:37][N:36]=2)=[CH:31][CH:30]=1)([O-])=[O:25].C(OC(OC(C)(C)C)=O)(OC(C)(C)C)=O. (6) The reactants are: C[O:2][C:3](=[O:23])[C:4]1[CH:9]=[CH:8][C:7]([CH3:10])=[C:6]([N:11]2[CH:15]=[C:14]([C:16]3[CH:17]=[N:18][CH:19]=[CH:20][CH:21]=3)[N:13]=[C:12]2S)[CH:5]=1.[N+]([O-])(O)=O.N([O-])=O.[Na+].[OH-].[Na+]. Given the product [CH3:10][C:7]1[CH:8]=[CH:9][C:4]([C:3]([OH:23])=[O:2])=[CH:5][C:6]=1[N:11]1[CH:15]=[C:14]([C:16]2[CH:17]=[N:18][CH:19]=[CH:20][CH:21]=2)[N:13]=[CH:12]1, predict the reactants needed to synthesize it.